Dataset: Catalyst prediction with 721,799 reactions and 888 catalyst types from USPTO. Task: Predict which catalyst facilitates the given reaction. (1) Reactant: [Si]([O:8][CH:9]1[CH2:14][CH2:13][N:12]([C:15]2[CH:16]=[N:17][C:18]3[C:23]([CH:24]=2)=[CH:22][C:21]([S:25][C:26]2[N:30]4[CH:31]=[C:32]([C:35]([O:37]CC)=[CH2:36])[CH:33]=[CH:34][C:29]4=[N:28][N:27]=2)=[CH:20][CH:19]=3)[CH2:11][CH2:10]1)(C(C)(C)C)(C)C.Cl.C([O-])(O)=O.[Na+]. Product: [OH:8][CH:9]1[CH2:10][CH2:11][N:12]([C:15]2[CH:16]=[N:17][C:18]3[C:23]([CH:24]=2)=[CH:22][C:21]([S:25][C:26]2[N:30]4[CH:31]=[C:32]([C:35](=[O:37])[CH3:36])[CH:33]=[CH:34][C:29]4=[N:28][N:27]=2)=[CH:20][CH:19]=3)[CH2:13][CH2:14]1. The catalyst class is: 1. (2) Reactant: C([O:4][C@H:5]1[CH2:22][CH2:21][C@@:20]2([CH3:23])[C@@H:7]([CH2:8][CH2:9][C@:10]3([CH3:46])[C@@H:19]2[CH2:18][CH2:17][C@H:16]2[C@@:11]3([CH3:45])[CH2:12][CH2:13][C@@:14]3([C:30](=[O:44])[NH:31][C@@H:32]4[CH2:35][C@H:34]([C:36]5[O:37][C:38]([CH3:41])=[N:39][N:40]=5)[C:33]4([CH3:43])[CH3:42])[CH2:26][CH2:25][C@@H:24]([C:27]([CH3:29])=[CH2:28])[C@@H:15]32)[C:6]1([CH3:48])[CH3:47])(=O)C.CO. Product: [CH3:42][C:33]1([CH3:43])[C@@H:34]([C:36]2[O:37][C:38]([CH3:41])=[N:39][N:40]=2)[CH2:35][C@H:32]1[NH:31][C:30]([C@:14]12[CH2:26][CH2:25][C@@H:24]([C:27]([CH3:29])=[CH2:28])[C@@H:15]1[C@@H:16]1[C@@:11]([CH3:45])([CH2:12][CH2:13]2)[C@@:10]2([CH3:46])[C@@H:19]([C@:20]3([CH3:23])[C@@H:7]([CH2:8][CH2:9]2)[C:6]([CH3:47])([CH3:48])[C@@H:5]([OH:4])[CH2:22][CH2:21]3)[CH2:18][CH2:17]1)=[O:44]. The catalyst class is: 266. (3) Reactant: [Br:1][C:2]1[CH:3]=[CH:4][C:5](=[O:8])[NH:6][CH:7]=1.[CH3:9][O:10][C:11](=[O:17])[CH2:12][CH2:13][CH:14](O)[CH3:15].C1(P(C2C=CC=CC=2)C2C=CC=CC=2)C=CC=CC=1.N(C(OC(C)C)=O)=NC(OC(C)C)=O. Product: [CH3:9][O:10][C:11](=[O:17])[CH2:12][CH2:13][CH:14]([O:8][C:5]1[CH:4]=[CH:3][C:2]([Br:1])=[CH:7][N:6]=1)[CH3:15]. The catalyst class is: 1. (4) The catalyst class is: 4. Product: [NH:9]1[CH2:8][CH2:7][C:6]2([C:19]3[C:24](=[CH:23][CH:22]=[CH:21][CH:20]=3)[C:3]([C:1]#[N:2])=[CH:4][CH2:5]2)[CH2:11][CH2:10]1. Reactant: [C:1]([C:3]1[C:24]2[C:19](=[CH:20][CH:21]=[CH:22][CH:23]=2)[C:6]2([CH2:11][CH2:10][N:9](C(OC(C)(C)C)=O)[CH2:8][CH2:7]2)[CH2:5][CH:4]=1)#[N:2].C(O)(C(F)(F)F)=O. (5) Reactant: Br[C:2]1[CH:3]=[CH:4][C:5]([C:8]#[N:9])=[N:6][CH:7]=1.[O:10]1[CH2:15][CH2:14][CH:13]([SH:16])[CH2:12][CH2:11]1.C(=O)([O-])[O-].[K+].[K+]. Product: [O:10]1[CH2:15][CH2:14][CH:13]([S:16][C:2]2[CH:3]=[CH:4][C:5]([C:8]#[N:9])=[N:6][CH:7]=2)[CH2:12][CH2:11]1. The catalyst class is: 18.